From a dataset of TCR-epitope binding with 47,182 pairs between 192 epitopes and 23,139 TCRs. Binary Classification. Given a T-cell receptor sequence (or CDR3 region) and an epitope sequence, predict whether binding occurs between them. (1) The epitope is HPKVSSEVHI. The TCR CDR3 sequence is CASSVSPDNTDTQYF. Result: 0 (the TCR does not bind to the epitope). (2) The epitope is ATVVIGTSK. The TCR CDR3 sequence is CASSQGRLVRTDTQYF. Result: 0 (the TCR does not bind to the epitope).